From a dataset of Forward reaction prediction with 1.9M reactions from USPTO patents (1976-2016). Predict the product of the given reaction. (1) Given the reactants O1CCCC1.C[Si](C)(C)[C:8]([F:11])([F:10])[F:9].[O:14]1[CH2:19][CH2:18][CH2:17][C:16](=[O:20])[CH2:15]1.Cl, predict the reaction product. The product is: [F:9][C:8]([F:11])([F:10])[C:16]1([OH:20])[CH2:17][CH2:18][CH2:19][O:14][CH2:15]1. (2) The product is: [F:2][C:3]1[CH:4]=[CH:5][C:6]([C:15]([F:18])([F:16])[F:17])=[C:7]([CH:9]2[CH2:10][CH2:11][N:12]([C:35]([C:34]3[C:28]4[CH2:27][N:26]([C:24]([O:23][C:19]([CH3:22])([CH3:21])[CH3:20])=[O:25])[CH2:31][CH2:30][C:29]=4[NH:32][N:33]=3)=[O:36])[CH2:13][CH2:14]2)[CH:8]=1. Given the reactants Cl.[F:2][C:3]1[CH:4]=[CH:5][C:6]([C:15]([F:18])([F:17])[F:16])=[C:7]([CH:9]2[CH2:14][CH2:13][NH:12][CH2:11][CH2:10]2)[CH:8]=1.[C:19]([O:23][C:24]([N:26]1[CH2:31][CH2:30][C:29]2[NH:32][N:33]=[C:34]([C:35](O)=[O:36])[C:28]=2[CH2:27]1)=[O:25])([CH3:22])([CH3:21])[CH3:20].C(N(C(C)C)CC)(C)C.CCN=C=NCCCN(C)C.C1C=CC2N(O)N=NC=2C=1, predict the reaction product. (3) The product is: [N:19]1([C:17]([C@@H:13]2[CH2:14][CH2:15][CH2:16][N:11]([C:7]3[N:8]=[C:9]4[NH:10][C:41]([C:38]5([C:35]6[CH:34]=[CH:33][C:32]([CH3:46])=[CH:37][CH:36]=6)[CH2:39][CH2:40]5)=[N:3][C:4]4=[CH:5][CH:6]=3)[CH2:12]2)=[O:18])[CH2:23][CH2:22][CH2:21][CH2:20]1. Given the reactants Cl.Cl.[NH2:3][C:4]1[CH:5]=[CH:6][C:7]([N:11]2[CH2:16][CH2:15][CH2:14][C@@H:13]([C:17]([N:19]3[CH2:23][CH2:22][CH2:21][CH2:20]3)=[O:18])[CH2:12]2)=[N:8][C:9]=1[NH2:10].C(N(CC)CC)C.Cl.[C:32]1([CH3:46])[CH:37]=[CH:36][C:35]([C:38]2([C:41](=N)OCC)[CH2:40][CH2:39]2)=[CH:34][CH:33]=1.C(O)(=O)C, predict the reaction product. (4) Given the reactants [N:1]1([C:7]([C@H:9]2[CH2:14][CH2:13][C@H:12]([C:15]([O:17]C)=[O:16])[CH2:11][CH2:10]2)=[O:8])[CH2:6][CH2:5][O:4][CH2:3][CH2:2]1.[OH-].[Na+], predict the reaction product. The product is: [N:1]1([C:7]([C@H:9]2[CH2:10][CH2:11][C@H:12]([C:15]([OH:17])=[O:16])[CH2:13][CH2:14]2)=[O:8])[CH2:2][CH2:3][O:4][CH2:5][CH2:6]1. (5) Given the reactants [Si:1]([O:18][C@@H:19]1[C@@H:23]2[O:24][C@H:25]3[CH2:49][CH2:48][C@H:47]([CH2:50][CH:51]=[O:52])[O:46][C@@H:26]3[C@H:27]([O:28][Si:29]([C:42]([CH3:45])([CH3:44])[CH3:43])([C:36]3[CH:41]=[CH:40][CH:39]=[CH:38][CH:37]=3)[C:30]3[CH:35]=[CH:34][CH:33]=[CH:32][CH:31]=3)[C@@H:22]2[O:21][C@@H:20]1[CH2:53][CH:54]([O:57][Si:58]([CH2:63][CH3:64])([CH2:61][CH3:62])[CH2:59][CH3:60])[CH:55]=[CH2:56])([C:14]([CH3:17])([CH3:16])[CH3:15])([C:8]1[CH:13]=[CH:12][CH:11]=[CH:10][CH:9]=1)[C:2]1[CH:7]=[CH:6][CH:5]=[CH:4][CH:3]=1.C1COCC1.C([Li])CCC.[CH2:75]([O:78][CH2:79]/[CH:80]=[CH:81]/[C@@H:82]1[O:86][C@@H:85]([CH2:87][CH2:88][C@@H:89]2[O:94][C@H:93]([CH2:95][C@@H:96]3[O:100][C@H:99]([CH2:101][C@@H:102]([CH2:111][O:112][Si:113]([CH3:119])([CH3:118])[C:114]([CH3:117])([CH3:116])[CH3:115])[O:103][Si:104]([CH3:110])([CH3:109])[C:105]([CH3:108])([CH3:107])[CH3:106])[C@H:98]([O:120][CH3:121])[C@H:97]3[CH2:122][S:123]([C:126]3[CH:131]=[CH:130][CH:129]=[CH:128][CH:127]=3)(=[O:125])=[O:124])[C:92](=[CH2:132])[C@H:91]([CH3:133])[CH2:90]2)[C:84](=[CH2:134])[CH2:83]1)[CH:76]=[CH2:77].[NH4+].[Cl-], predict the reaction product. The product is: [CH2:75]([O:78][CH2:79]/[CH:80]=[CH:81]/[C@@H:82]1[O:86][C@@H:85]([CH2:87][CH2:88][C@@H:89]2[O:94][C@H:93]([CH2:95][C@H:96]3[C@H:97]([C@H:122]([S:123]([C:126]4[CH:127]=[CH:128][CH:129]=[CH:130][CH:131]=4)(=[O:124])=[O:125])[CH:51]([OH:52])[CH2:50][C@@H:47]4[O:46][C@@H:26]5[C@H:27]([O:28][Si:29]([C:42]([CH3:43])([CH3:44])[CH3:45])([C:30]6[CH:35]=[CH:34][CH:33]=[CH:32][CH:31]=6)[C:36]6[CH:41]=[CH:40][CH:39]=[CH:38][CH:37]=6)[C@@H:22]6[O:21][C@H:20]([CH2:53][CH:54]([O:57][Si:58]([CH2:61][CH3:62])([CH2:59][CH3:60])[CH2:63][CH3:64])[CH:55]=[CH2:56])[C@H:19]([O:18][Si:1]([C:14]([CH3:16])([CH3:17])[CH3:15])([C:8]7[CH:9]=[CH:10][CH:11]=[CH:12][CH:13]=7)[C:2]7[CH:3]=[CH:4][CH:5]=[CH:6][CH:7]=7)[C@@H:23]6[O:24][C@H:25]5[CH2:49][CH2:48]4)[C@@H:98]([O:120][CH3:121])[C@@H:99]([CH2:101][C@H:102]([O:103][Si:104]([C:105]([CH3:108])([CH3:107])[CH3:106])([CH3:110])[CH3:109])[CH2:111][O:112][Si:113]([C:114]([CH3:116])([CH3:117])[CH3:115])([CH3:119])[CH3:118])[O:100]3)[C:92](=[CH2:132])[C@H:91]([CH3:133])[CH2:90]2)[C:84](=[CH2:134])[CH2:83]1)[CH:76]=[CH2:77]. (6) Given the reactants [OH:1][CH2:2][C@@H:3]1[C@@H:7]([O:8][Si](C(C)C)(C(C)C)C(C)C)[CH2:6][C@H:5]([NH:19][C:20]2[C:25]([C:26]([C:28]3[S:29][CH:30]=[C:31]([CH2:33][CH2:34][C:35]4[CH:40]=[CH:39][CH:38]=[CH:37][CH:36]=4)[CH:32]=3)=[O:27])=[CH:24][N:23]=[CH:22][N:21]=2)[CH2:4]1.C(N(CC)CC)C.Cl[S:49]([NH2:52])(=[O:51])=[O:50].Cl, predict the reaction product. The product is: [S:49](=[O:51])(=[O:50])([O:1][CH2:2][C@H:3]1[CH2:4][C@@H:5]([NH:19][C:20]2[C:25]([C:26]([C:28]3[S:29][CH:30]=[C:31]([CH2:33][CH2:34][C:35]4[CH:40]=[CH:39][CH:38]=[CH:37][CH:36]=4)[CH:32]=3)=[O:27])=[CH:24][N:23]=[CH:22][N:21]=2)[CH2:6][C@@H:7]1[OH:8])[NH2:52]. (7) Given the reactants [NH2:1][C:2]1[CH:7]=[CH:6][C:5]([C:8]2[NH:18][C:11]3=[N:12][CH:13]=[C:14]([Cl:17])[C:15]([CH3:16])=[C:10]3[N:9]=2)=[CH:4][C:3]=1[OH:19].[CH:20]([C@H:22]1[CH2:26][CH2:25][CH2:24][N:23]1[C:27]([O:29][C:30]([CH3:33])([CH3:32])[CH3:31])=[O:28])=O.C[Si](Cl)(C)C.[BH-](OC(C)=O)(OC(C)=O)OC(C)=O.[Na+], predict the reaction product. The product is: [Cl:17][C:14]1[C:15]([CH3:16])=[C:10]2[N:9]=[C:8]([C:5]3[CH:6]=[CH:7][C:2]([NH:1][CH2:20][C@H:22]4[CH2:26][CH2:25][CH2:24][N:23]4[C:27]([O:29][C:30]([CH3:31])([CH3:33])[CH3:32])=[O:28])=[C:3]([OH:19])[CH:4]=3)[NH:18][C:11]2=[N:12][CH:13]=1.